This data is from HIV replication inhibition screening data with 41,000+ compounds from the AIDS Antiviral Screen. The task is: Binary Classification. Given a drug SMILES string, predict its activity (active/inactive) in a high-throughput screening assay against a specified biological target. The molecule is CCOC(=O)C(C)(C)Oc1ccc2c(=O)cc(-c3ccccc3)oc2c1. The result is 0 (inactive).